This data is from Forward reaction prediction with 1.9M reactions from USPTO patents (1976-2016). The task is: Predict the product of the given reaction. (1) Given the reactants C(OC(=O)[NH:7][C@H:8]([C:10]1[CH:15]=[C:14]([Cl:16])[C:13]([CH3:17])=[C:12]([C:18]2[CH:19]=[N:20][C:21]([C:24]([N:26]([CH3:28])[CH3:27])=[O:25])=[CH:22][CH:23]=2)[C:11]=1[O:29][CH3:30])[CH3:9])(C)(C)C.[ClH:32], predict the reaction product. The product is: [ClH:16].[ClH:32].[NH2:7][C@H:8]([C:10]1[C:11]([O:29][CH3:30])=[C:12]([C:18]2[CH:23]=[CH:22][C:21]([C:24]([N:26]([CH3:27])[CH3:28])=[O:25])=[N:20][CH:19]=2)[C:13]([CH3:17])=[C:14]([Cl:16])[CH:15]=1)[CH3:9]. (2) Given the reactants [O:1]=[C:2]1[CH2:7][CH2:6][NH:5][CH2:4][CH2:3]1.CCN(C(C)C)C(C)C.[Cl:17][C:18]1[CH:23]=[CH:22][C:21]([C:24]2[CH2:29][CH2:28][C:27]([CH3:31])([CH3:30])[CH2:26][C:25]=2[CH:32]=O)=[CH:20][CH:19]=1.[BH-](OC(C)=O)(OC(C)=O)OC(C)=O.[Na+], predict the reaction product. The product is: [Cl:17][C:18]1[CH:23]=[CH:22][C:21]([C:24]2[CH2:29][CH2:28][C:27]([CH3:31])([CH3:30])[CH2:26][C:25]=2[CH2:32][N:5]2[CH2:6][CH2:7][C:2](=[O:1])[CH2:3][CH2:4]2)=[CH:20][CH:19]=1. (3) Given the reactants [NH2:1][C:2]1[CH:7]=[CH:6][N:5]=[CH:4][CH:3]=1.[C:8](Cl)(=[O:17])[C:9]1[CH:14]=[CH:13][C:12]([O:15][CH3:16])=[CH:11][CH:10]=1.C(N(CC)CC)C, predict the reaction product. The product is: [CH3:16][O:15][C:12]1[CH:13]=[CH:14][C:9]([C:8]([NH:1][C:2]2[CH:7]=[CH:6][N:5]=[CH:4][CH:3]=2)=[O:17])=[CH:10][CH:11]=1. (4) Given the reactants [N:1]1[CH:6]=[CH:5][C:4]([C:7](=[O:10])[CH2:8][CH3:9])=[CH:3][CH:2]=1.N1C=CC=C(C(O)CC)C=1, predict the reaction product. The product is: [N:1]1[CH:6]=[CH:5][C:4]([CH:7]([OH:10])[CH2:8][CH3:9])=[CH:3][CH:2]=1. (5) Given the reactants [F:1][C:2]1[CH:3]=[C:4]([NH2:10])[CH:5]=[N:6][C:7]=1[O:8][CH3:9].[CH3:11][O:12][C:13]1[CH:49]=[CH:48][C:16]([CH2:17][N:18]([CH2:39][C:40]2[CH:45]=[CH:44][C:43]([O:46][CH3:47])=[CH:42][CH:41]=2)[C:19]2[N:24]=[C:23]([CH3:25])[N:22]=[C:21]([C:26]3[CH:27]=[C:28]([CH:33]([OH:38])[C:34]([F:37])([F:36])[F:35])[CH:29]=[N:30][C:31]=3F)[N:20]=2)=[CH:15][CH:14]=1.C1COCC1.[Li+].C[Si]([N-][Si](C)(C)C)(C)C, predict the reaction product. The product is: [CH3:11][O:12][C:13]1[CH:14]=[CH:15][C:16]([CH2:17][N:18]([CH2:39][C:40]2[CH:41]=[CH:42][C:43]([O:46][CH3:47])=[CH:44][CH:45]=2)[C:19]2[N:24]=[C:23]([CH3:25])[N:22]=[C:21]([C:26]3[CH:27]=[C:28]([CH:33]([OH:38])[C:34]([F:35])([F:36])[F:37])[CH:29]=[N:30][C:31]=3[NH:10][C:4]3[CH:5]=[N:6][C:7]([O:8][CH3:9])=[C:2]([F:1])[CH:3]=3)[N:20]=2)=[CH:48][CH:49]=1. (6) Given the reactants OC(C(F)(F)F)=O.[CH3:8][O:9][C:10]1[CH:30]=[CH:29][C:13]([CH2:14][N:15]2[C:19]3[N:20]=[CH:21][C:22]4[CH2:23][CH:24]([NH2:28])[CH2:25][CH2:26][C:27]=4[C:18]=3[CH:17]=[N:16]2)=[CH:12][CH:11]=1.CCN(CC)CC.[C:38]1([S:44](Cl)(=[O:46])=[O:45])[CH:43]=[CH:42][CH:41]=[CH:40][CH:39]=1.[OH-].[Na+], predict the reaction product. The product is: [CH:17]1[C:18]2[C:27]3[CH2:26][CH2:25][CH:24]([NH:28][S:44]([C:38]4[CH:43]=[CH:42][CH:41]=[CH:40][CH:39]=4)(=[O:46])=[O:45])[CH2:23][C:22]=3[CH:21]=[N:20][C:19]=2[NH:15][N:16]=1.[CH3:8][O:9][C:10]1[CH:11]=[CH:12][C:13]([CH2:14][N:15]2[C:19]3[N:20]=[CH:21][C:22]4[CH2:23][CH:24]([NH:28][S:44]([C:38]5[CH:43]=[CH:42][CH:41]=[CH:40][CH:39]=5)(=[O:46])=[O:45])[CH2:25][CH2:26][C:27]=4[C:18]=3[CH:17]=[N:16]2)=[CH:29][CH:30]=1. (7) Given the reactants [NH:1]1[CH2:6][CH2:5][CH:4]([N:7]([CH2:21][CH3:22])[C:8](=[O:20])[CH2:9][C:10]2[CH:15]=[CH:14][C:13]([S:16]([CH3:19])(=[O:18])=[O:17])=[CH:12][CH:11]=2)[CH2:3][CH2:2]1.CCN(C(C)C)C(C)C.[Cl:32][CH2:33][CH2:34][C:35]([C:37]1[CH:42]=[CH:41][C:40]([F:43])=[CH:39][CH:38]=1)=[O:36], predict the reaction product. The product is: [ClH:32].[F:43][C:40]1[CH:39]=[CH:38][C:37]([C:35](=[O:36])[CH2:34][CH2:33][N:1]2[CH2:6][CH2:5][CH:4]([N:7]([CH2:21][CH3:22])[C:8](=[O:20])[CH2:9][C:10]3[CH:15]=[CH:14][C:13]([S:16]([CH3:19])(=[O:17])=[O:18])=[CH:12][CH:11]=3)[CH2:3][CH2:2]2)=[CH:42][CH:41]=1. (8) Given the reactants [CH:1]1[C:13]2[N:12]([CH:14]3[C:23]4[C:18](=[CH:19][CH:20]=[CH:21][CH:22]=4)[N:17]([C:24](=[O:35])[C:25]4[CH:30]=[CH:29][C:28]([O:31][CH3:32])=[C:27]([O:33][CH3:34])[CH:26]=4)[CH:16]([CH2:36][CH2:37][CH2:38][CH2:39][C:40]([O:42]CC)=[O:41])[CH2:15]3)[C:11]3[C:6](=[CH:7][CH:8]=[CH:9][CH:10]=3)[C:5]=2[CH:4]=[CH:3][CH:2]=1, predict the reaction product. The product is: [CH:1]1[C:13]2[N:12]([CH:14]3[C:23]4[C:18](=[CH:19][CH:20]=[CH:21][CH:22]=4)[N:17]([C:24](=[O:35])[C:25]4[CH:30]=[CH:29][C:28]([O:31][CH3:32])=[C:27]([O:33][CH3:34])[CH:26]=4)[CH:16]([CH2:36][CH2:37][CH2:38][CH2:39][C:40]([OH:42])=[O:41])[CH2:15]3)[C:11]3[C:6](=[CH:7][CH:8]=[CH:9][CH:10]=3)[C:5]=2[CH:4]=[CH:3][CH:2]=1. (9) Given the reactants [NH2:1][C:2]1[CH:6]=[CH:5][NH:4][N:3]=1.[F:7][C:8]1[CH:9]=[C:10]([CH:13]=[C:14]([F:17])[C:15]=1[F:16])[CH2:11]Br, predict the reaction product. The product is: [F:7][C:8]1[CH:9]=[C:10]([CH:13]=[C:14]([F:17])[C:15]=1[F:16])[CH2:11][N:4]1[CH:5]=[CH:6][C:2]([NH2:1])=[N:3]1. (10) Given the reactants P(Cl)(Cl)(Cl)=O.[CH3:6][C:7]1[CH:15]=[CH:14][C:13]([N+:16]([O-:18])=[O:17])=[C:12]2[C:8]=1[CH:9]=[CH:10][NH:11]2.[OH-].[Na+].CN(C)[CH:23]=[O:24], predict the reaction product. The product is: [CH:23]([C:9]1[C:8]2[C:12](=[C:13]([N+:16]([O-:18])=[O:17])[CH:14]=[CH:15][C:7]=2[CH3:6])[NH:11][CH:10]=1)=[O:24].